From a dataset of Forward reaction prediction with 1.9M reactions from USPTO patents (1976-2016). Predict the product of the given reaction. (1) The product is: [F:26][C:22]1[C:19]2[CH2:20][CH2:21][CH:15]([N:12]3[CH:2]=[C:1]([C:3]4[CH:8]=[CH:7][C:6]([I:9])=[C:5]([O:10][CH3:11])[CH:4]=4)[N:14]=[N:13]3)[C:16](=[O:27])[NH:17][C:18]=2[CH:25]=[CH:24][CH:23]=1. Given the reactants [C:1]([C:3]1[CH:8]=[CH:7][C:6]([I:9])=[C:5]([O:10][CH3:11])[CH:4]=1)#[CH:2].[N:12]([CH:15]1[CH2:21][CH2:20][C:19]2[C:22]([F:26])=[CH:23][CH:24]=[CH:25][C:18]=2[NH:17][C:16]1=[O:27])=[N+:13]=[N-:14].O=C1O[C@H]([C@H](CO)O)C([O-])=C1O.[Na+].CCO, predict the reaction product. (2) Given the reactants [C:1]([O:6][CH2:7][CH:8]([OH:15])[CH2:9][O:10][C:11](=[O:14])[CH:12]=[CH2:13])(=[O:5])[C:2]([CH3:4])=[CH2:3].[CH3:16][CH:17]1[CH2:19][NH:18]1, predict the reaction product. The product is: [OH:15][CH:8]([CH2:9][O:10][C:11](=[O:14])[CH2:12][CH2:13][N:18]1[CH2:19][CH:17]1[CH3:16])[CH2:7][O:6][C:1](=[O:5])[C:2]([CH3:4])=[CH2:3]. (3) Given the reactants [H-].[Na+].C[Si](N[Si](C)(C)C)(C)C.[NH2:12][C:13]1[CH:18]=[CH:17][C:16]([N:19]([CH3:21])[CH3:20])=[CH:15][C:14]=1[N+:22]([O-:24])=[O:23].[CH3:25][C:26]([O:29][C:30](O[C:30]([O:29][C:26]([CH3:28])([CH3:27])[CH3:25])=[O:31])=[O:31])([CH3:28])[CH3:27], predict the reaction product. The product is: [CH3:20][N:19]([CH3:21])[C:16]1[CH:17]=[CH:18][C:13]([NH:12][C:30](=[O:31])[O:29][C:26]([CH3:28])([CH3:27])[CH3:25])=[C:14]([N+:22]([O-:24])=[O:23])[CH:15]=1. (4) Given the reactants CC1C=CC(S([O:11][CH2:12][CH2:13][CH2:14][NH:15][C:16]2[C:17](=[O:33])[N:18]([C:29]([CH3:32])([CH3:31])[CH3:30])[S:19](=[O:28])(=[O:27])[C:20]=2[C:21]2[CH:26]=[CH:25][CH:24]=[CH:23][CH:22]=2)(=O)=O)=CC=1.[CH:34]([C:37]1[CH:42]=[CH:41][C:40](O)=[CH:39][CH:38]=1)([CH3:36])[CH3:35], predict the reaction product. The product is: [C:29]([N:18]1[C:17](=[O:33])[C:16]([NH:15][CH2:14][CH2:13][CH2:12][O:11][C:40]2[CH:41]=[CH:42][C:37]([CH:34]([CH3:36])[CH3:35])=[CH:38][CH:39]=2)=[C:20]([C:21]2[CH:26]=[CH:25][CH:24]=[CH:23][CH:22]=2)[S:19]1(=[O:27])=[O:28])([CH3:31])([CH3:32])[CH3:30]. (5) Given the reactants ClC(Cl)(O[C:5](=[O:11])OC(Cl)(Cl)Cl)Cl.[CH3:13][N:14]1[CH2:19][CH2:18][NH:17][CH2:16][CH2:15]1.CCN(C(C)C)C(C)C.[CH3:29][C:30]([CH3:41])([O:32][C:33]([N:35]1[CH2:40][CH2:39][NH:38][CH2:37][CH2:36]1)=[O:34])[CH3:31], predict the reaction product. The product is: [CH3:31][C:30]([CH3:41])([O:32][C:33]([N:35]1[CH2:36][CH2:37][N:38]([C:5]([N:17]2[CH2:18][CH2:19][N:14]([CH3:13])[CH2:15][CH2:16]2)=[O:11])[CH2:39][CH2:40]1)=[O:34])[CH3:29]. (6) Given the reactants Cl[C:2]1[N:3]=[C:4]([OH:12])[C:5]2[CH:11]=[CH:10][N:9]=[CH:8][C:6]=2[N:7]=1.C(OC(=O)[NH:19][CH2:20][CH:21]([C:23]1[CH:28]=[CH:27][C:26]([N:29]([C:31]2[CH:36]=[CH:35][C:34]([OH:37])=[CH:33][CH:32]=2)[CH3:30])=[CH:25][CH:24]=1)[CH3:22])(C)(C)C, predict the reaction product. The product is: [NH2:19][CH2:20][CH:21]([C:23]1[CH:28]=[CH:27][C:26]([N:29]([CH3:30])[C:31]2[CH:36]=[CH:35][C:34]([O:37][C:2]3[N:3]=[C:4]([OH:12])[C:5]4[CH:11]=[CH:10][N:9]=[CH:8][C:6]=4[N:7]=3)=[CH:33][CH:32]=2)=[CH:25][CH:24]=1)[CH3:22]. (7) Given the reactants [CH3:1][C:2]1[CH:3]=[C:4]([CH2:11][OH:12])[CH:5]=[CH:6][C:7]=1[N+:8]([O-:10])=[O:9].[Cr](Cl)([O-])(=O)=O.[NH+]1C=CC=CC=1, predict the reaction product. The product is: [CH3:1][C:2]1[CH:3]=[C:4]([CH:5]=[CH:6][C:7]=1[N+:8]([O-:10])=[O:9])[CH:11]=[O:12].